Task: Predict the product of the given reaction.. Dataset: Forward reaction prediction with 1.9M reactions from USPTO patents (1976-2016) (1) Given the reactants [C:1]([OH:4])(=[O:3])[CH3:2].[NH2:5][C:6]1[N:11]=[CH:10][N:9]=[C:8]2[N:12]([CH:33]3[CH2:38][CH2:37][CH2:36][NH:35][CH2:34]3)[N:13]=[C:14]([C:15]3[CH:20]=[CH:19][C:18]([NH:21][C:22]4[O:23][C:24]5[C:30]([CH3:31])=[CH:29][C:28]([CH3:32])=[CH:27][C:25]=5[N:26]=4)=[CH:17][CH:16]=3)[C:7]=12.[CH3:39][N:40]([CH3:45])[CH2:41][C:42](O)=[O:43].Cl.CN(C)CCCN=C=NCC.C(N(CC)C(C)C)(C)C.ON1C2N=CC=CC=2N=N1, predict the reaction product. The product is: [C:1]([OH:4])(=[O:3])[CH3:2].[NH2:5][C:6]1[N:11]=[CH:10][N:9]=[C:8]2[N:12]([CH:33]3[CH2:38][CH2:37][CH2:36][N:35]([C:42](=[O:43])[CH2:41][N:40]([CH3:45])[CH3:39])[CH2:34]3)[N:13]=[C:14]([C:15]3[CH:16]=[CH:17][C:18]([NH:21][C:22]4[O:23][C:24]5[C:30]([CH3:31])=[CH:29][C:28]([CH3:32])=[CH:27][C:25]=5[N:26]=4)=[CH:19][CH:20]=3)[C:7]=12. (2) The product is: [NH2:1][C:2]1[N:7]=[C:6]([O:30][CH2:29][CH2:28][O:27][CH3:26])[C:5]([C:12]#[N:13])=[C:4]([C:14]2[CH:19]=[C:18]([O:20][CH3:21])[C:17]([O:22][CH3:23])=[C:16]([O:24][CH3:25])[CH:15]=2)[N:3]=1. Given the reactants [NH2:1][C:2]1[N:7]=[C:6](S(C)(=O)=O)[C:5]([C:12]#[N:13])=[C:4]([C:14]2[CH:19]=[C:18]([O:20][CH3:21])[C:17]([O:22][CH3:23])=[C:16]([O:24][CH3:25])[CH:15]=2)[N:3]=1.[CH3:26][O:27][CH2:28][CH2:29][OH:30].C1CCN2C(=NCCC2)CC1, predict the reaction product. (3) Given the reactants CN(C=O)C.CS(O[CH2:11][CH2:12][C:13]1[CH:18]=[C:17]([CH2:19][O:20][Si:21]([C:24]([CH3:27])([CH3:26])[CH3:25])([CH3:23])[CH3:22])[C:16]([Cl:28])=[C:15]([Cl:29])[CH:14]=1)(=O)=O.[N-:30]=[N+:31]=[N-:32].[Na+], predict the reaction product. The product is: [N:30]([CH2:11][CH2:12][C:13]1[CH:14]=[C:15]([Cl:29])[C:16]([Cl:28])=[C:17]([CH2:19][O:20][Si:21]([C:24]([CH3:27])([CH3:26])[CH3:25])([CH3:23])[CH3:22])[CH:18]=1)=[N+:31]=[N-:32]. (4) The product is: [Br:18][C:5]1[N:4]=[CH:3][C:2]([NH:7][C:8]2[CH:9]=[N:10][C:11]([C:14]([F:17])([F:15])[F:16])=[CH:12][CH:13]=2)=[N:1][CH:6]=1. Given the reactants [N:1]1[CH:6]=[CH:5][N:4]=[CH:3][C:2]=1[NH:7][C:8]1[CH:9]=[N:10][C:11]([C:14]([F:17])([F:16])[F:15])=[CH:12][CH:13]=1.[Br:18]N1C(=O)CCC1=O, predict the reaction product. (5) Given the reactants [CH2:1]([NH:3][CH2:4][C:5]1[CH:10]=[C:9]([C:11]([F:14])([F:13])[F:12])[CH:8]=[CH:7][C:6]=1[C:15]1[C:20]([O:21][CH3:22])=[CH:19][CH:18]=[C:17]([CH2:23][C:24]#[N:25])[CH:16]=1)[CH3:2].Cl[C:27]([O:29][CH2:30][C:31]1[CH:36]=[CH:35][CH:34]=[CH:33][CH:32]=1)=[O:28], predict the reaction product. The product is: [CH2:30]([O:29][C:27](=[O:28])[N:3]([CH2:4][C:5]1[CH:10]=[C:9]([C:11]([F:13])([F:14])[F:12])[CH:8]=[CH:7][C:6]=1[C:15]1[CH:16]=[C:17]([CH2:23][C:24]#[N:25])[CH:18]=[CH:19][C:20]=1[O:21][CH3:22])[CH2:1][CH3:2])[C:31]1[CH:36]=[CH:35][CH:34]=[CH:33][CH:32]=1.